Dataset: Catalyst prediction with 721,799 reactions and 888 catalyst types from USPTO. Task: Predict which catalyst facilitates the given reaction. (1) The catalyst class is: 6. Reactant: [NH:1]([C:3]1[CH:18]=[CH:17][C:6]([C:7]([NH:9][CH2:10][CH:11]2[CH2:16][CH2:15][O:14][CH2:13][CH2:12]2)=[O:8])=[CH:5][N:4]=1)[NH2:2].C(=O)([O-])[O-].[K+].[K+].C([O:27][CH:28]=[C:29]([C:35](OCC)=O)[C:30]([O:32][CH2:33][CH3:34])=[O:31])C.Cl. Product: [OH:27][C:28]1[N:1]([C:3]2[CH:18]=[CH:17][C:6]([C:7](=[O:8])[NH:9][CH2:10][CH:11]3[CH2:16][CH2:15][O:14][CH2:13][CH2:12]3)=[CH:5][N:4]=2)[N:2]=[CH:35][C:29]=1[C:30]([O:32][CH2:33][CH3:34])=[O:31]. (2) Reactant: [C:1]1([C@H:7]([NH:9][C:10]([NH2:12])=[O:11])[CH3:8])[CH:6]=[CH:5][CH:4]=[CH:3][CH:2]=1.C(OC([NH:23][C:24]1[C:32]2[C:27](=[CH:28][C:29](Cl)=[C:30]([C:33](OC)=[O:34])[CH:31]=2)[N:26]([C:38]([C:51]2[CH:56]=[CH:55][CH:54]=[CH:53][CH:52]=2)([C:45]2[CH:50]=[CH:49][CH:48]=[CH:47][CH:46]=2)[C:39]2[CH:44]=[CH:43][CH:42]=[CH:41][CH:40]=2)[N:25]=1)=O)C1C=CC=CC=1.C(=O)([O-])[O-].[Cs+].[Cs+]. Product: [NH2:23][C:24]1[C:32]2[CH:31]=[C:30]3[C:29](=[CH:28][C:27]=2[N:26]([C:38]([C:51]2[CH:56]=[CH:55][CH:54]=[CH:53][CH:52]=2)([C:39]2[CH:40]=[CH:41][CH:42]=[CH:43][CH:44]=2)[C:45]2[CH:50]=[CH:49][CH:48]=[CH:47][CH:46]=2)[N:25]=1)[NH:12][C:10](=[O:11])[N:9]([C@@H:7]([C:1]1[CH:6]=[CH:5][CH:4]=[CH:3][CH:2]=1)[CH3:8])[C:33]3=[O:34]. The catalyst class is: 12. (3) Reactant: [CH:1]1([Mg]Br)[CH2:3][CH2:2]1.[CH3:6][C:7]1[CH:12]=[CH:11][C:10]([C:13](=[O:15])[CH3:14])=[CH:9][CH:8]=1. Product: [CH:1]1([C:13]([C:10]2[CH:11]=[CH:12][C:7]([CH3:6])=[CH:8][CH:9]=2)([OH:15])[CH3:14])[CH2:3][CH2:2]1. The catalyst class is: 165. (4) Reactant: [CH2:1]([N:8]1[C:13]2[CH:14]=[C:15]([Cl:20])[C:16]([CH:18]=[O:19])=[CH:17][C:12]=2[O:11][CH:10]([C:21]([N:23]2[CH2:28][CH2:27][C:26]([CH2:31][C:32]3[CH:37]=[CH:36][C:35]([F:38])=[CH:34][CH:33]=3)([C:29]#[N:30])[CH2:25][CH2:24]2)=[O:22])[CH2:9]1)[C:2]1[CH:7]=[CH:6][CH:5]=[CH:4][CH:3]=1.[CH3:39][Mg+].[Br-]. Product: [CH2:1]([N:8]1[C:13]2[CH:14]=[C:15]([Cl:20])[C:16]([CH:18]([OH:19])[CH3:39])=[CH:17][C:12]=2[O:11][CH:10]([C:21]([N:23]2[CH2:24][CH2:25][C:26]([CH2:31][C:32]3[CH:33]=[CH:34][C:35]([F:38])=[CH:36][CH:37]=3)([C:29]#[N:30])[CH2:27][CH2:28]2)=[O:22])[CH2:9]1)[C:2]1[CH:7]=[CH:6][CH:5]=[CH:4][CH:3]=1. The catalyst class is: 1. (5) Reactant: Br[C:2]1[CH:3]=[N:4][CH:5]=[CH:6][C:7]=1[C:8]1[CH:13]=[CH:12][CH:11]=[CH:10][N:9]=1.N12CCN(CC1)CC2.[NH:22]1[CH2:32][CH2:31][CH:25]([C:26]([O:28][CH2:29][CH3:30])=[O:27])[CH2:24][CH2:23]1.CCN(C(C)C)C(C)C. Product: [N:9]1[CH:10]=[CH:11][CH:12]=[CH:13][C:8]=1[C:7]1[CH:6]=[CH:5][N:4]=[CH:3][C:2]=1[N:22]1[CH2:32][CH2:31][CH:25]([C:26]([O:28][CH2:29][CH3:30])=[O:27])[CH2:24][CH2:23]1. The catalyst class is: 84. (6) Reactant: [CH3:1][C:2]1[CH2:6][CH2:5][C:4]([CH3:8])([CH3:7])[C:3]=1[CH2:9][OH:10].[F:11][C:12]1[CH:13]=[C:14](O)[CH:15]=[CH:16][CH:17]=1.C1(P(C2C=CC=CC=2)C2C=CC=CC=2)C=CC=CC=1.N(C(OCC)=O)=NC(OCC)=O. Product: [F:11][C:12]1[CH:13]=[CH:14][CH:15]=[C:16]([O:10][CH2:9][C:3]2[C:4]([CH3:8])([CH3:7])[CH2:5][CH2:6][C:2]=2[CH3:1])[CH:17]=1. The catalyst class is: 7.